From a dataset of Full USPTO retrosynthesis dataset with 1.9M reactions from patents (1976-2016). Predict the reactants needed to synthesize the given product. (1) Given the product [ClH:21].[NH2:7][CH:8]1[CH2:17][C:16]2[C:11](=[CH:12][C:13]([F:18])=[CH:14][CH:15]=2)[NH:10][C:9]1=[O:19], predict the reactants needed to synthesize it. The reactants are: C(OC(=O)[NH:7][CH:8]1[CH2:17][C:16]2[C:11](=[CH:12][C:13]([F:18])=[CH:14][CH:15]=2)[NH:10][C:9]1=[O:19])(C)(C)C.[ClH:21].O1CCOCC1. (2) Given the product [CH:14]1([NH:13][C:44](=[O:46])[CH2:43][N:40]2[C:41]3[C:36](=[N:35][CH:34]=[C:33]([CH2:32][C:29]4[CH:30]=[CH:31][C:26]([F:25])=[CH:27][CH:28]=4)[CH:42]=3)[C:37]([OH:55])=[C:38]([C:48]([NH:50][CH2:51][CH2:52][O:53][CH3:54])=[O:49])[C:39]2=[O:47])[CH2:15][CH2:16][CH2:11]1, predict the reactants needed to synthesize it. The reactants are: F[P-](F)(F)(F)(F)F.N1(OC(N(C)C)=[N+](C)C)C2[N:13]=[CH:14][CH:15]=[CH:16][C:11]=2N=N1.[F:25][C:26]1[CH:31]=[CH:30][C:29]([CH2:32][C:33]2[CH:42]=[C:41]3[C:36]([C:37]([OH:55])=[C:38]([C:48]([NH:50][CH2:51][CH2:52][O:53][CH3:54])=[O:49])[C:39](=[O:47])[N:40]3[CH2:43][C:44]([OH:46])=O)=[N:35][CH:34]=2)=[CH:28][CH:27]=1.C(N(CC)CC)C.C1(N)CCC1. (3) Given the product [CH2:23]([O:22][P:20](/[C:25](/[C:26]([O:28][CH2:29][CH3:30])=[O:27])=[CH:13]/[C:12]1[CH:15]=[CH:16][C:9]([N+:6]([O-:8])=[O:7])=[CH:10][CH:11]=1)([O:19][CH2:17][CH3:18])=[O:21])[CH3:24], predict the reactants needed to synthesize it. The reactants are: O1CCCC1.[N+:6]([C:9]1[CH:16]=[CH:15][C:12]([CH:13]=O)=[CH:11][CH:10]=1)([O-:8])=[O:7].[CH2:17]([O:19][P:20]([CH2:25][C:26]([O:28][CH2:29][CH3:30])=[O:27])([O:22][CH2:23][CH3:24])=[O:21])[CH3:18].CN1CCOCC1. (4) Given the product [CH3:31][C:32]1([CH3:37])[CH2:35][O:36][B:18]([C:2]2[CH:7]=[CH:6][C:5]([C:8]([F:11])([F:10])[F:9])=[C:4]([CH3:12])[CH:3]=2)[O:34][CH2:33]1, predict the reactants needed to synthesize it. The reactants are: Br[C:2]1[CH:7]=[CH:6][C:5]([C:8]([F:11])([F:10])[F:9])=[C:4]([CH3:12])[CH:3]=1.C([Li])CCC.[B:18](OC(C)C)(OC(C)C)OC(C)C.[CH3:31][C:32]([CH3:37])([CH2:35][OH:36])[CH2:33][OH:34]. (5) Given the product [CH2:14]([C@H:13]1[C@@H:9]([OH:8])[CH2:10][C:11](=[O:16])[N:12]1[C:18]1[CH:25]=[CH:24][C:21]([C:22]#[N:23])=[C:20]([O:26][CH3:27])[CH:19]=1)[CH3:15], predict the reactants needed to synthesize it. The reactants are: [Si]([O:8][C@@H:9]1[C@H:13]([CH2:14][CH3:15])[NH:12][C:11](=[O:16])[CH2:10]1)(C(C)(C)C)(C)C.I[C:18]1[CH:25]=[CH:24][C:21]([C:22]#[N:23])=[C:20]([O:26][CH3:27])[CH:19]=1.C(=O)([O-])[O-].[Cs+].[Cs+].C1(P(C2C=CC=CC=2)C2C3OC4C(=CC=CC=4P(C4C=CC=CC=4)C4C=CC=CC=4)C(C)(C)C=3C=CC=2)C=CC=CC=1. (6) Given the product [C:13]([C:10]1[CH:11]=[CH:12][C:7]([CH2:6][CH2:5][C:4]([OH:16])=[O:3])=[CH:8][C:9]=1[OH:15])#[N:14], predict the reactants needed to synthesize it. The reactants are: C([O:3][C:4](=[O:16])[CH2:5][CH2:6][C:7]1[CH:12]=[CH:11][C:10]([C:13]#[N:14])=[C:9]([OH:15])[CH:8]=1)C.[OH-].[Na+].